From a dataset of NCI-60 drug combinations with 297,098 pairs across 59 cell lines. Regression. Given two drug SMILES strings and cell line genomic features, predict the synergy score measuring deviation from expected non-interaction effect. (1) Drug 1: CC(CN1CC(=O)NC(=O)C1)N2CC(=O)NC(=O)C2. Drug 2: CC1=CC=C(C=C1)C2=CC(=NN2C3=CC=C(C=C3)S(=O)(=O)N)C(F)(F)F. Synergy scores: CSS=8.93, Synergy_ZIP=-4.89, Synergy_Bliss=-5.84, Synergy_Loewe=-9.25, Synergy_HSA=-7.53. Cell line: SK-MEL-5. (2) Drug 1: CC1=C(C(CCC1)(C)C)C=CC(=CC=CC(=CC(=O)O)C)C. Drug 2: B(C(CC(C)C)NC(=O)C(CC1=CC=CC=C1)NC(=O)C2=NC=CN=C2)(O)O. Cell line: MCF7. Synergy scores: CSS=32.7, Synergy_ZIP=-8.81, Synergy_Bliss=1.02, Synergy_Loewe=-6.13, Synergy_HSA=1.26. (3) Drug 1: CC=C1C(=O)NC(C(=O)OC2CC(=O)NC(C(=O)NC(CSSCCC=C2)C(=O)N1)C(C)C)C(C)C. Drug 2: C1=NC2=C(N1)C(=S)N=CN2. Cell line: SW-620. Synergy scores: CSS=-1.09, Synergy_ZIP=-3.31, Synergy_Bliss=-2.76, Synergy_Loewe=-17.3, Synergy_HSA=-17.5. (4) Drug 1: CNC(=O)C1=CC=CC=C1SC2=CC3=C(C=C2)C(=NN3)C=CC4=CC=CC=N4. Synergy scores: CSS=14.0, Synergy_ZIP=-4.18, Synergy_Bliss=-0.152, Synergy_Loewe=-11.4, Synergy_HSA=1.06. Cell line: U251. Drug 2: C1=CN(C=N1)CC(O)(P(=O)(O)O)P(=O)(O)O. (5) Drug 2: CN(CCCl)CCCl.Cl. Cell line: HCC-2998. Synergy scores: CSS=34.6, Synergy_ZIP=3.64, Synergy_Bliss=9.90, Synergy_Loewe=-23.7, Synergy_HSA=-2.62. Drug 1: CC1C(C(CC(O1)OC2CC(OC(C2O)C)OC3=CC4=CC5=C(C(=O)C(C(C5)C(C(=O)C(C(C)O)O)OC)OC6CC(C(C(O6)C)O)OC7CC(C(C(O7)C)O)OC8CC(C(C(O8)C)O)(C)O)C(=C4C(=C3C)O)O)O)O. (6) Drug 1: COC1=C(C=C2C(=C1)N=CN=C2NC3=CC(=C(C=C3)F)Cl)OCCCN4CCOCC4. Drug 2: CCN(CC)CCCC(C)NC1=C2C=C(C=CC2=NC3=C1C=CC(=C3)Cl)OC. Cell line: SN12C. Synergy scores: CSS=39.7, Synergy_ZIP=-3.02, Synergy_Bliss=10.2, Synergy_Loewe=10.5, Synergy_HSA=11.4.